Regression/Classification. Given a drug SMILES string, predict its absorption, distribution, metabolism, or excretion properties. Task type varies by dataset: regression for continuous measurements (e.g., permeability, clearance, half-life) or binary classification for categorical outcomes (e.g., BBB penetration, CYP inhibition). Dataset: cyp2c19_veith. From a dataset of CYP2C19 inhibition data for predicting drug metabolism from PubChem BioAssay. (1) The drug is Cc1ccc(CN2C(=O)CCC2C(=O)NCc2cccnc2)cc1. The result is 1 (inhibitor). (2) The compound is CCOC(=O)N(c1ccccc1)P1(=S)OCC(C)O1. The result is 1 (inhibitor).